This data is from Reaction yield outcomes from USPTO patents with 853,638 reactions. The task is: Predict the reaction yield, written as a fraction of the theoretical maximum amount of product (1.0 means a 100% yield; for example, 0.34 means a 34% yield). (1) The reactants are [CH3:1]/[CH:2]=[CH:3]/[C:4]1[CH2:24][S:23][C@@H:7]2[C@H:8]([NH:11][C:12]([C@H:14]([NH2:22])[C:15]3[CH:16]=[CH:17][C:18]([OH:21])=[CH:19][CH:20]=3)=[O:13])[C:9](=[O:10])[N:6]2[C:5]=1[C:25]([OH:27])=[O:26].CN(C)C=[O:31]. The catalyst is O. The product is [CH3:1]/[CH:2]=[CH:3]/[C:4]1[CH2:24][S:23][C@@H:7]2[C@H:8]([NH:11][C:12]([C@H:14]([NH2:22])[C:15]3[CH:16]=[CH:17][C:18]([OH:21])=[CH:19][CH:20]=3)=[O:13])[C:9](=[O:10])[N:6]2[C:5]=1[C:25]([OH:27])=[O:26].[OH2:31]. The yield is 0.100. (2) The reactants are [C:1]1([C:7]2[C:15]3[C:10](=[N:11][CH:12]=[CH:13][CH:14]=3)[NH:9][CH:8]=2)[CH:6]=[CH:5][CH:4]=[CH:3][CH:2]=1.CC(C)([O-])C.[K+].[F:22][C:23]1[CH:42]=[CH:41][C:26]([CH2:27][NH:28][C:29]([C:31]2[CH:36]=[CH:35][C:34]([S:37](Cl)(=[O:39])=[O:38])=[CH:33][CH:32]=2)=[O:30])=[CH:25][CH:24]=1. The catalyst is CN(C=O)C. The product is [F:22][C:23]1[CH:24]=[CH:25][C:26]([CH2:27][NH:28][C:29](=[O:30])[C:31]2[CH:36]=[CH:35][C:34]([S:37]([N:9]3[C:10]4=[N:11][CH:12]=[CH:13][CH:14]=[C:15]4[C:7]([C:1]4[CH:2]=[CH:3][CH:4]=[CH:5][CH:6]=4)=[CH:8]3)(=[O:38])=[O:39])=[CH:33][CH:32]=2)=[CH:41][CH:42]=1. The yield is 0.180. (3) The reactants are [CH3:1][O:2][C:3]1[CH:12]=[CH:11][CH:10]=[C:7]([O:8][CH3:9])[C:4]=1[O:5][CH3:6].[Br:13]N1C(=O)CCC1=O. The catalyst is C(Cl)(Cl)(Cl)Cl. The product is [Br:13][C:12]1[CH:11]=[CH:10][C:7]([O:8][CH3:9])=[C:4]([O:5][CH3:6])[C:3]=1[O:2][CH3:1]. The yield is 0.780. (4) The reactants are [NH2:1][C:2]1[CH:7]=[CH:6][CH:5]=[CH:4][C:3]=1[CH2:8][CH2:9][O:10][Si:11]([C:14]([CH3:17])([CH3:16])[CH3:15])([CH3:13])[CH3:12].[Br:18]N1C(=O)CCC1=O.O.C(=O)(O)[O-].[Na+]. The catalyst is CN(C=O)C. The product is [Br:18][C:5]1[CH:6]=[CH:7][C:2]([NH2:1])=[C:3]([CH2:8][CH2:9][O:10][Si:11]([C:14]([CH3:17])([CH3:16])[CH3:15])([CH3:13])[CH3:12])[CH:4]=1. The yield is 0.730. (5) The reactants are [F:1][C:2]1[CH:3]=[C:4]([CH2:9][C:10]([OH:12])=O)[CH:5]=[C:6]([F:8])[CH:7]=1.Cl.[CH3:14][O:15][C:16](=[O:20])[C@H:17]([CH3:19])[NH2:18].C1C=CC2N(O)N=NC=2C=1.CN1CCOCC1.CCN=C=NCCCN(C)C.Cl. The catalyst is C(Cl)Cl.CCOC(C)=O. The product is [CH3:14][O:15][C:16](=[O:20])[C@H:17]([CH3:19])[NH:18][C:10](=[O:12])[CH2:9][C:4]1[CH:5]=[C:6]([F:8])[CH:7]=[C:2]([F:1])[CH:3]=1. The yield is 0.880. (6) The reactants are O=[C:2]([C:13]1[CH:18]=[CH:17][CH:16]=[CH:15][CH:14]=1)[CH2:3][CH:4]([C:7]1[CH:12]=[CH:11][CH:10]=[CH:9][CH:8]=1)[C:5]#[N:6].[OH2:19].[NH2:20]N. The catalyst is C(O)CCC. The product is [C:7]1([CH:4]2[CH2:3][C:2]([C:13]3[CH:18]=[CH:17][CH:16]=[CH:15][CH:14]=3)=[N:20][NH:6][C:5]2=[O:19])[CH:12]=[CH:11][CH:10]=[CH:9][CH:8]=1. The yield is 0.590. (7) The reactants are [F:1][C:2]([F:7])([F:6])[C:3]([OH:5])=[O:4].F[C:9](F)(F)[C:10](O)=[O:11].[Cl:15][C:16]1[CH:17]=[N:18][C:19]2[NH:20][C:21]3[CH:22]=[CH:23][CH:24]=[C:25]([CH:47]=3)[CH2:26][CH2:27][C:28]3[CH:36]=[C:32]([NH:33][C:34]=1[N:35]=2)[CH:31]=[CH:30][C:29]=3[NH:37][C:38](=[O:46])[CH2:39][C@@H:40]1[CH2:45][CH2:44][CH2:43][NH:42][CH2:41]1.C(Cl)(=O)C. No catalyst specified. The product is [F:1][C:2]([F:7])([F:6])[C:3]([OH:5])=[O:4].[C:10]([N:42]1[CH2:43][CH2:44][CH2:45][C@@H:40]([CH2:39][C:38]([NH:37][C:29]2[CH:30]=[CH:31][C:32]3[NH:33][C:34]4[N:35]=[C:19]([NH:20][C:21]5[CH:22]=[CH:23][CH:24]=[C:25]([CH:47]=5)[CH2:26][CH2:27][C:28]=2[CH:36]=3)[N:18]=[CH:17][C:16]=4[Cl:15])=[O:46])[CH2:41]1)(=[O:11])[CH3:9]. The yield is 0.670. (8) The reactants are [C:1]([C:5]1[CH:6]=[C:7]([CH:12]=[CH:13][C:14]=1[OH:15])[C:8]([O:10][CH3:11])=[O:9])([CH3:4])([CH3:3])[CH3:2].C(Cl)Cl.[S:19](O[S:19]([C:22]([F:25])([F:24])[F:23])(=[O:21])=[O:20])([C:22]([F:25])([F:24])[F:23])(=[O:21])=[O:20]. The catalyst is CN(C1C=CN=CC=1)C. The product is [C:1]([C:5]1[CH:6]=[C:7]([CH:12]=[CH:13][C:14]=1[O:15][S:19]([C:22]([F:25])([F:24])[F:23])(=[O:21])=[O:20])[C:8]([O:10][CH3:11])=[O:9])([CH3:4])([CH3:2])[CH3:3]. The yield is 0.980. (9) The reactants are [OH:1][C:2]1[CH:11]=[C:10]2[C:5]([C:6](=[O:12])[NH:7][CH:8]=[N:9]2)=[CH:4][C:3]=1[O:13][CH3:14].[C:15](OC(=O)C)(=[O:17])[CH3:16]. The catalyst is N1C=CC=CC=1. The product is [C:15]([O:1][C:2]1[CH:11]=[C:10]2[C:5]([C:6](=[O:12])[NH:7][CH:8]=[N:9]2)=[CH:4][C:3]=1[O:13][CH3:14])(=[O:17])[CH3:16]. The yield is 0.840.